This data is from Reaction yield outcomes from USPTO patents with 853,638 reactions. The task is: Predict the reaction yield, written as a fraction of the theoretical maximum amount of product (1.0 means a 100% yield; for example, 0.34 means a 34% yield). (1) The reactants are [Cl:1][C:2]1[N:7]=[C:6]([C:8]#[N:9])[C:5]([N+:10]([O-:12])=[O:11])=[CH:4][CH:3]=1.[OH:13]S(O)(=O)=O. No catalyst specified. The product is [Cl:1][C:2]1[N:7]=[C:6]([C:8]([NH2:9])=[O:13])[C:5]([N+:10]([O-:12])=[O:11])=[CH:4][CH:3]=1. The yield is 0.730. (2) The reactants are [N:1]1[C:10]2[C:5](=[CH:6][C:7]([CH:11]=O)=[CH:8][CH:9]=2)[CH:4]=[CH:3][CH:2]=1.[S:13]1[CH2:19][C:17](=[O:18])[NH:16][C:14]1=[S:15].C([O-])(=O)C.[Na+].O. The catalyst is C(O)(=O)C. The product is [N:1]1[C:10]2[C:5](=[CH:6][C:7](/[CH:11]=[C:19]3/[C:17](=[O:18])[NH:16][C:14](=[S:15])[S:13]/3)=[CH:8][CH:9]=2)[CH:4]=[CH:3][CH:2]=1. The yield is 0.980. (3) The reactants are [CH3:1][C:2]([C:4]1[C:9](F)=[CH:8][CH:7]=[CH:6][C:5]=1[F:11])=O.O.[NH2:13][NH2:14]. The catalyst is C(COC)OC. The product is [F:11][C:5]1[CH:6]=[CH:7][CH:8]=[C:9]2[C:4]=1[C:2]([CH3:1])=[N:13][NH:14]2. The yield is 0.850. (4) The reactants are O.ON1C2C=CC=CC=2N=N1.Cl.CN(CCCN=C=NCC)C.C(N(CC)CC)C.[CH:31]1([CH2:34][N:35]2[C:43]([N:44]3[CH2:49][CH2:48][NH:47][CH2:46][CH2:45]3)=[N:42][C:41]3[C:36]2=[N:37][C:38]([C:56]2[CH:57]=[N:58][C:59]([NH2:62])=[N:60][CH:61]=2)=[N:39][C:40]=3[N:50]2[CH2:55][CH2:54][O:53][CH2:52][CH2:51]2)[CH2:33][CH2:32]1.C(OC([NH:70][CH2:71][C:72](O)=[O:73])=O)(C)(C)C. The catalyst is ClCCl.CO.CN(C)C=O. The product is [NH2:70][CH2:71][C:72]([N:47]1[CH2:48][CH2:49][N:44]([C:43]2[N:35]([CH2:34][CH:31]3[CH2:32][CH2:33]3)[C:36]3[C:41]([N:42]=2)=[C:40]([N:50]2[CH2:55][CH2:54][O:53][CH2:52][CH2:51]2)[N:39]=[C:38]([C:56]2[CH:61]=[N:60][C:59]([NH2:62])=[N:58][CH:57]=2)[N:37]=3)[CH2:45][CH2:46]1)=[O:73]. The yield is 0.180. (5) The reactants are [Cl:1][C:2]1[CH:17]=[C:16]([CH:18]=O)[CH:15]=[CH:14][C:3]=1[O:4][C:5]1[CH:6]=[CH:7][C:8]([C:11]([NH2:13])=[O:12])=[N:9][CH:10]=1.[S:20]1[CH:24]=[CH:23][CH:22]=[C:21]1[CH2:25][CH2:26][NH2:27]. No catalyst specified. The product is [Cl:1][C:2]1[CH:17]=[C:16]([CH2:18][NH:27][CH2:26][CH2:25][C:21]2[S:20][CH:24]=[CH:23][CH:22]=2)[CH:15]=[CH:14][C:3]=1[O:4][C:5]1[CH:6]=[CH:7][C:8]([C:11]([NH2:13])=[O:12])=[N:9][CH:10]=1. The yield is 0.728. (6) The reactants are [NH2:1][CH2:2][CH2:3][CH2:4][C:5]([OH:7])=[O:6].C([O-])([O-])=O.[K+].[K+].[C:14](O[C:14]([O:16][C:17]([CH3:20])([CH3:19])[CH3:18])=[O:15])([O:16][C:17]([CH3:20])([CH3:19])[CH3:18])=[O:15]. The catalyst is C1COCC1.O. The product is [C:17]([O:16][C:14]([NH:1][CH2:2][CH2:3][CH2:4][C:5]([OH:7])=[O:6])=[O:15])([CH3:20])([CH3:19])[CH3:18]. The yield is 0.960. (7) The catalyst is O.CN(C)C=O.C1C=CC([P]([Pd]([P](C2C=CC=CC=2)(C2C=CC=CC=2)C2C=CC=CC=2)([P](C2C=CC=CC=2)(C2C=CC=CC=2)C2C=CC=CC=2)[P](C2C=CC=CC=2)(C2C=CC=CC=2)C2C=CC=CC=2)(C2C=CC=CC=2)C2C=CC=CC=2)=CC=1. The reactants are [F:1][C:2]([F:13])([F:12])[C:3]1[CH:8]=[CH:7][C:6](B(O)O)=[CH:5][CH:4]=1.Cl[C:15]1[CH:16]=[CH:17][C:18]([N+:23]([O-:25])=[O:24])=[C:19]([CH:22]=1)[C:20]#[N:21].C(=O)([O-])[O-].[Na+].[Na+]. The yield is 0.860. The product is [N+:23]([C:18]1[CH:17]=[CH:16][C:15]([C:6]2[CH:7]=[CH:8][C:3]([C:2]([F:13])([F:12])[F:1])=[CH:4][CH:5]=2)=[CH:22][C:19]=1[C:20]#[N:21])([O-:25])=[O:24]. (8) The reactants are [F:1][C:2]1[CH:3]=[CH:4][C:5]([OH:18])=[C:6]([C:8](=[O:17])[CH2:9][C:10]2[CH:15]=[CH:14][CH:13]=[C:12]([F:16])[CH:11]=2)[CH:7]=1.[C:19]([O-])(=O)[CH3:20].[Na+]. The catalyst is C(OC(=O)C)(=O)C. The product is [F:1][C:2]1[CH:7]=[C:6]2[C:5](=[CH:4][CH:3]=1)[O:18][C:19]([CH3:20])=[C:9]([C:10]1[CH:15]=[CH:14][CH:13]=[C:12]([F:16])[CH:11]=1)[C:8]2=[O:17]. The yield is 1.00. (9) The reactants are [C:1]([C:3]1[C:8]([O:9][CH3:10])=[CH:7][C:6]([N+:11]([O-])=O)=[CH:5][N:4]=1)#[N:2]. The catalyst is CCOC(C)=O.CC(O)=O.[Fe]. The product is [NH2:11][C:6]1[CH:7]=[C:8]([O:9][CH3:10])[C:3]([C:1]#[N:2])=[N:4][CH:5]=1. The yield is 0.970. (10) The reactants are [CH3:1][N:2]1[CH2:7][CH2:6][CH:5]([O:8][C:9]2[CH:16]=[CH:15][CH:14]=[CH:13][C:10]=2[C:11]#N)[CH2:4][CH2:3]1.C(O)=[O:18]. The yield is 0.850. The product is [CH3:1][N:2]1[CH2:7][CH2:6][CH:5]([O:8][C:9]2[CH:16]=[CH:15][CH:14]=[CH:13][C:10]=2[CH:11]=[O:18])[CH2:4][CH2:3]1. The catalyst is [Ni].